This data is from Forward reaction prediction with 1.9M reactions from USPTO patents (1976-2016). The task is: Predict the product of the given reaction. (1) The product is: [CH2:1]([O:8][C:9]1[CH:14]=[C:13]([Br:15])[C:12]([C:21]#[N:22])=[N:11][CH:10]=1)[C:2]1[CH:7]=[CH:6][CH:5]=[CH:4][CH:3]=1. Given the reactants [CH2:1]([O:8][C:9]1[CH:10]=[N+:11]([O-])[CH:12]=[C:13]([Br:15])[CH:14]=1)[C:2]1[CH:7]=[CH:6][CH:5]=[CH:4][CH:3]=1.C[Si]([C:21]#[N:22])(C)C.C(N(CC)CC)C, predict the reaction product. (2) Given the reactants [N+:1]([C:4]1[CH:9]=[CH:8][C:7]([N:10]2[C:14](=[O:15])[C:13]3([CH2:20][CH2:19][N:18]([C:21]([O:23][C:24]([CH3:27])([CH3:26])[CH3:25])=[O:22])[CH2:17][CH2:16]3)[N:12]([C:28]3[CH:33]=[CH:32][CH:31]=[CH:30][CH:29]=3)[CH2:11]2)=[CH:6][CH:5]=1)([O-])=O.[Cl-].[NH4+], predict the reaction product. The product is: [NH2:1][C:4]1[CH:5]=[CH:6][C:7]([N:10]2[C:14](=[O:15])[C:13]3([CH2:20][CH2:19][N:18]([C:21]([O:23][C:24]([CH3:27])([CH3:26])[CH3:25])=[O:22])[CH2:17][CH2:16]3)[N:12]([C:28]3[CH:29]=[CH:30][CH:31]=[CH:32][CH:33]=3)[CH2:11]2)=[CH:8][CH:9]=1. (3) Given the reactants CO[C:3]([C:5]1[C:14](=[O:15])[N:13]([CH3:16])[C:8]2=[N:9][CH:10]=[CH:11][N:12]=[C:7]2[C:6]=1[O:17]C(=O)C(C)C)=[O:4].O[NH:24][C:25](=[NH:27])[CH3:26], predict the reaction product. The product is: [OH:17][C:6]1[C:7]2[C:8](=[N:9][CH:10]=[CH:11][N:12]=2)[N:13]([CH3:16])[C:14](=[O:15])[C:5]=1[C:3]1[O:4][N:27]=[C:25]([CH3:26])[N:24]=1.